From a dataset of Full USPTO retrosynthesis dataset with 1.9M reactions from patents (1976-2016). Predict the reactants needed to synthesize the given product. (1) Given the product [Cl:2][CH2:3][CH2:4][N:5]([CH2:13][CH2:14][Cl:15])[CH2:6][C:7]1[CH:12]=[CH:11][CH:10]=[CH:9][CH:8]=1, predict the reactants needed to synthesize it. The reactants are: Cl.[Cl:2][CH2:3][CH2:4][N:5]([CH2:13][CH2:14][Cl:15])[CH2:6][C:7]1[CH:12]=[CH:11][CH:10]=[CH:9][CH:8]=1.[Na]. (2) Given the product [N+:14]([C:17]1[CH:18]=[CH:19][C:20]([CH2:21][O:22][N:23]=[C:2]([C:4]2[CH:9]=[CH:8][C:7]([O:10][CH3:11])=[C:6]([F:12])[CH:5]=2)[CH3:1])=[CH:24][CH:25]=1)([O-:16])=[O:15], predict the reactants needed to synthesize it. The reactants are: [CH3:1][C:2]([C:4]1[CH:9]=[CH:8][C:7]([O:10][CH3:11])=[C:6]([F:12])[CH:5]=1)=O.Cl.[N+:14]([C:17]1[CH:25]=[CH:24][C:20]([CH2:21][O:22][NH2:23])=[CH:19][CH:18]=1)([O-:16])=[O:15].N1C=CC=CC=1.